From a dataset of Reaction yield outcomes from USPTO patents with 853,638 reactions. Predict the reaction yield, written as a fraction of the theoretical maximum amount of product (1.0 means a 100% yield; for example, 0.34 means a 34% yield). (1) The product is [F:55][C:52]1[C:53]([F:54])=[C:45]([N:42]2[CH:36]=[C:35]([CH2:34][NH:33][C:31]([NH:30][C@@:15]([C:4]3[CH:5]=[C:6]([O:8][C:9]([F:14])([F:13])[CH:10]([F:12])[F:11])[CH:7]=[C:2]([F:1])[CH:3]=3)([C:23]3[CH:24]=[CH:25][C:26]([F:29])=[CH:27][CH:28]=3)[CH2:16][C:17]3[CH:18]=[CH:19][CH:20]=[CH:21][CH:22]=3)=[O:32])[N:44]=[N:43]2)[C:46]([F:57])=[C:47]([F:56])[C:48]=1[C:49]([OH:51])=[O:50]. The reactants are [F:1][C:2]1[CH:3]=[C:4]([C@:15]([NH:30][C:31]([NH:33][CH2:34][C:35]#[CH:36])=[O:32])([C:23]2[CH:28]=[CH:27][C:26]([F:29])=[CH:25][CH:24]=2)[CH2:16][C:17]2[CH:22]=[CH:21][CH:20]=[CH:19][CH:18]=2)[CH:5]=[C:6]([O:8][C:9]([F:14])([F:13])[CH:10]([F:12])[F:11])[CH:7]=1.C(O)(C)(C)C.[N:42]([C:45]1[C:53]([F:54])=[C:52]([F:55])[C:48]([C:49]([OH:51])=[O:50])=[C:47]([F:56])[C:46]=1[F:57])=[N+:43]=[N-:44].O=C1O[C@H]([C@H](CO)O)C([O-])=C1O.[Na+]. The catalyst is O. The yield is 0.780. (2) The reactants are Br[C:2]1[CH:3]=[C:4]([N:8]2[C:12]3=[N:13][CH:14]=[CH:15][CH:16]=[C:11]3[C:10]([C:17]([NH2:19])=[O:18])=[N:9]2)[CH:5]=[CH:6][CH:7]=1.[CH3:20][C:21]1[O:25][C:24]([C@:26]([OH:30])([C:28]#[CH:29])[CH3:27])=[N:23][N:22]=1. No catalyst specified. The product is [OH:30][C@:26]([C:24]1[O:25][C:21]([CH3:20])=[N:22][N:23]=1)([CH3:27])[C:28]#[C:29][C:2]1[CH:3]=[C:4]([N:8]2[C:12]3=[N:13][CH:14]=[CH:15][CH:16]=[C:11]3[C:10]([C:17]([NH2:19])=[O:18])=[N:9]2)[CH:5]=[CH:6][CH:7]=1. The yield is 0.370. (3) The reactants are C(OC([NH:8][CH2:9][CH:10]1[CH2:15][CH2:14][N:13]([C:16]2[N:20]([CH3:21])[N:19]=[CH:18][C:17]=2[NH:22][C:23]([C:25]2[N:26]=[C:27](Br)[S:28][C:29]=2[NH:30]C(=O)OC(C)(C)C)=[O:24])[CH2:12][CH2:11]1)=O)CCC.[O:39]1[C:44](B2OC(C)(C)C(C)(C)O2)=[CH:43][CH2:42][CH2:41][CH2:40]1. No catalyst specified. The product is [NH2:30][C:29]1[S:28][C:27]([CH:40]2[CH2:41][CH2:42][CH2:43][CH2:44][O:39]2)=[N:26][C:25]=1[C:23]([NH:22][C:17]1[CH:18]=[N:19][N:20]([CH3:21])[C:16]=1[N:13]1[CH2:12][CH2:11][CH:10]([CH2:9][NH2:8])[CH2:15][CH2:14]1)=[O:24]. The yield is 0.200. (4) The reactants are [OH:1][C:2]1[CH:3]=[C:4]([C:11]([OH:13])=[O:12])[C:5](=[CH:9][CH:10]=1)[C:6]([OH:8])=[O:7].[OH-].[K+].[F:16][C:17]1[CH:24]=[CH:23][C:20]([CH2:21]Br)=[CH:19][CH:18]=1. The catalyst is O. The product is [F:16][C:17]1[CH:24]=[CH:23][C:20]([CH2:21][O:1][C:2]2[CH:3]=[C:4]([C:11]([OH:13])=[O:12])[C:5](=[CH:9][CH:10]=2)[C:6]([OH:8])=[O:7])=[CH:19][CH:18]=1. The yield is 0.290. (5) The yield is 0.800. The reactants are C(O[C:4](=O)[C:5]([C:8]1[CH:13]=[CH:12][C:11]([CH2:14][CH2:15]O)=[CH:10][CH:9]=1)([CH3:7])[CH3:6])C.[NH2:18][C:19]([CH3:23])([CH3:22])[CH2:20][OH:21].CC(C)([O-])C.[K+].S(Cl)([Cl:32])=O.[OH-].[Na+]. The catalyst is C(#N)C.ClCCl. The product is [Cl:32][CH2:15][CH2:14][C:11]1[CH:12]=[CH:13][C:8]([C:5]([C:7]2[O:21][CH2:20][C:19]([CH3:23])([CH3:22])[N:18]=2)([CH3:6])[CH3:4])=[CH:9][CH:10]=1. (6) The reactants are [CH2:1]([N:8]1[CH:12]=[C:11]([CH2:13][OH:14])[C:10]([O:15][CH2:16][C:17]2[CH:22]=[CH:21][C:20]([O:23][CH2:24][C:25]3[N:26]=[C:27]([C:31]4[O:32][CH:33]=[CH:34][CH:35]=4)[O:28][C:29]=3[CH3:30])=[C:19]([O:36][CH3:37])[CH:18]=2)=[N:9]1)[C:2]1[CH:7]=[CH:6][CH:5]=[CH:4][CH:3]=1. The catalyst is [O-2].[O-2].[Mn+4].O1CCCC1. The product is [CH2:1]([N:8]1[CH:12]=[C:11]([CH:13]=[O:14])[C:10]([O:15][CH2:16][C:17]2[CH:22]=[CH:21][C:20]([O:23][CH2:24][C:25]3[N:26]=[C:27]([C:31]4[O:32][CH:33]=[CH:34][CH:35]=4)[O:28][C:29]=3[CH3:30])=[C:19]([O:36][CH3:37])[CH:18]=2)=[N:9]1)[C:2]1[CH:3]=[CH:4][CH:5]=[CH:6][CH:7]=1. The yield is 0.890. (7) The reactants are C([Li])CCC.[CH2:6]([C:8]1[CH:13]=[CH:12][C:11]([O:14][CH3:15])=[CH:10][CH:9]=1)[CH3:7].CN(C)CCN(C)C.[C:24](=[O:26])=[O:25].[OH-].[Na+]. The catalyst is C(OCC)C. The product is [CH2:6]([C:8]1[CH:9]=[CH:10][C:11]([O:14][CH3:15])=[C:12]([CH:13]=1)[C:24]([OH:26])=[O:25])[CH3:7]. The yield is 0.370. (8) The reactants are S(=O)(=O)(O)O.[Cl:6][C:7]1[CH:8]=[C:9]([OH:16])[C:10](=[CH:14][CH:15]=1)[C:11]([OH:13])=[O:12].[CH3:17]O. No catalyst specified. The product is [Cl:6][C:7]1[CH:8]=[C:9]([OH:16])[C:10](=[CH:14][CH:15]=1)[C:11]([O:13][CH3:17])=[O:12]. The yield is 0.830. (9) The reactants are C(NC(C)C)(C)C.[CH3:8][O:9][C:10]1[CH:11]=[CH:12][C:13]([C:17]#[C:18][Si:19]([CH3:22])([CH3:21])[CH3:20])=[C:14]([OH:16])[CH:15]=1.[CH3:23][Si:24]([CH3:31])([CH3:30])[CH2:25][CH2:26][O:27][CH2:28]Cl.Cl. The catalyst is C(Cl)Cl.O. The product is [CH3:8][O:9][C:10]1[CH:11]=[CH:12][C:13]([C:17]#[C:18][Si:19]([CH3:20])([CH3:22])[CH3:21])=[C:14]([O:16][CH2:28][O:27][CH2:26][CH2:25][Si:24]([CH3:31])([CH3:30])[CH3:23])[CH:15]=1. The yield is 0.740. (10) The reactants are Br[C:2]1[CH:7]=[CH:6][C:5]([N+:8]([O-:10])=[O:9])=[CH:4][C:3]=1[O:11][CH2:12][C:13]1[CH:18]=[CH:17][CH:16]=[CH:15][CH:14]=1.C(=O)([O-])[O-].[K+].[K+].[CH2:25]([SH:32])[C:26]1[CH:31]=[CH:30][CH:29]=[CH:28][CH:27]=1.CN(C=O)C. The catalyst is O. The product is [CH2:12]([O:11][C:3]1[CH:4]=[C:5]([N+:8]([O-:10])=[O:9])[CH:6]=[CH:7][C:2]=1[S:32][CH2:25][C:26]1[CH:31]=[CH:30][CH:29]=[CH:28][CH:27]=1)[C:13]1[CH:18]=[CH:17][CH:16]=[CH:15][CH:14]=1. The yield is 1.00.